From a dataset of Reaction yield outcomes from USPTO patents with 853,638 reactions. Predict the reaction yield, written as a fraction of the theoretical maximum amount of product (1.0 means a 100% yield; for example, 0.34 means a 34% yield). (1) The reactants are C([O:8][C:9]1[C:18](=[O:19])[N:17]2[C:12]([N:13]([CH3:22])[N:14]([CH3:21])[C:15](=[O:20])[CH2:16]2)=[N:11][C:10]=1[C:23]([O:25][CH2:26][CH3:27])=[O:24])C1C=CC=CC=1.[H][H]. The catalyst is C(OCC)(=O)C.C(O)C.[Pd]. The product is [CH3:22][N:13]1[C:12]2=[N:11][C:10]([C:23]([O:25][CH2:26][CH3:27])=[O:24])=[C:9]([OH:8])[C:18](=[O:19])[N:17]2[CH2:16][C:15](=[O:20])[N:14]1[CH3:21]. The yield is 0.970. (2) The reactants are [Br:1][C:2]1[CH:7]=[C:6]([F:8])[CH:5]=[C:4]([F:9])[C:3]=1[OH:10].[CH:11]1[CH:16]=[CH:15][C:14]([CH2:17]Br)=[CH:13][CH:12]=1.[OH-].[K+].O. The catalyst is [N+](CCCC)(CCCC)(CCCC)CCCC.[Br-].C1COCC1. The product is [CH2:17]([O:10][C:3]1[C:4]([F:9])=[CH:5][C:6]([F:8])=[CH:7][C:2]=1[Br:1])[C:14]1[CH:15]=[CH:16][CH:11]=[CH:12][CH:13]=1. The yield is 0.960. (3) The reactants are [CH3:1][O:2][C:3](=[O:13])[C:4]1[CH:12]=[CH:11][C:7]([C:8]([OH:10])=O)=[CH:6][CH:5]=1.O=S(Cl)Cl.[Cl:18][C:19]1[C:24]([NH2:25])=[CH:23][CH:22]=[CH:21][N:20]=1.C(N(CC)CC)C. The catalyst is CN(C=O)C.C1COCC1. The product is [Cl:18][C:19]1[C:24]([NH:25][C:8]([C:7]2[CH:6]=[CH:5][C:4]([C:3]([O:2][CH3:1])=[O:13])=[CH:12][CH:11]=2)=[O:10])=[CH:23][CH:22]=[CH:21][N:20]=1. The yield is 0.610. (4) The reactants are [F:1][C:2]([F:27])([F:26])[C:3]1[CH:4]=[C:5]([C:13]2[N:17]=[CH:16][N:15](/[CH:18]=[CH:19]\[C:20]([O:22]C(C)C)=[O:21])[N:14]=2)[CH:6]=[C:7]([C:9]([F:12])([F:11])[F:10])[CH:8]=1.[Li+].[OH-]. The catalyst is C1COCC1.O. The product is [F:27][C:2]([F:1])([F:26])[C:3]1[CH:4]=[C:5]([C:13]2[N:17]=[CH:16][N:15](/[CH:18]=[CH:19]\[C:20]([OH:22])=[O:21])[N:14]=2)[CH:6]=[C:7]([C:9]([F:10])([F:11])[F:12])[CH:8]=1. The yield is 0.940. (5) The reactants are [CH3:1][C:2]1[C:6]([C:7]2[C:16]3[O:15][CH2:14][C@H:13]([C:17]4[CH:22]=[CH:21][CH:20]=[CH:19][N:18]=4)[N:12]4[C:23]([CH:25]=C)=[N:24][C:10]([C:11]=34)=[CH:9][CH:8]=2)=[C:5]([CH3:27])[O:4][N:3]=1.I([O-])(=O)(=O)=[O:29].[Na+]. The catalyst is O1CCCC1.O.[Os](=O)(=O)(=O)=O. The product is [CH3:1][C:2]1[C:6]([C:7]2[C:16]3[O:15][CH2:14][C@H:13]([C:17]4[CH:22]=[CH:21][CH:20]=[CH:19][N:18]=4)[N:12]4[C:23]([CH:25]=[O:29])=[N:24][C:10]([C:11]=34)=[CH:9][CH:8]=2)=[C:5]([CH3:27])[O:4][N:3]=1. The yield is 1.00. (6) The reactants are B(Br)(Br)Br.C[O:6][C:7]1[CH:31]=[CH:30][C:10]2[C:11]3[C:12]4[N:17]5[C:18](=[N:19][CH:20]=[C:16]5[CH2:15][CH2:14][C:13]=4[CH:21]=[C:22]([C:24]4[CH:29]=[CH:28][CH:27]=[CH:26][CH:25]=4)[CH:23]=3)[C:9]=2[CH:8]=1. The catalyst is ClCCl. The product is [C:24]1([C:22]2[CH:23]=[C:11]3[C:12]4[N:17]5[C:16](=[CH:20][N:19]=[C:18]5[C:9]5[CH:8]=[C:7]([OH:6])[CH:31]=[CH:30][C:10]3=5)[CH2:15][CH2:14][C:13]=4[CH:21]=2)[CH:29]=[CH:28][CH:27]=[CH:26][CH:25]=1. The yield is 0.930.